From a dataset of Catalyst prediction with 721,799 reactions and 888 catalyst types from USPTO. Predict which catalyst facilitates the given reaction. (1) Product: [C:17]1([C:10]([CH3:16])([CH2:9][N:8]([CH3:23])[C:6]([NH:31][C:34]([CH3:41])([CH2:36][C:37]([CH3:40])([CH3:39])[CH3:38])[CH3:35])=[O:7])[C:11]([O:13][CH2:14][CH3:15])=[O:12])[CH2:22][CH2:21][CH2:20][CH2:19][CH:18]=1. The catalyst class is: 232. Reactant: C(O[C:6]([N:8]([CH3:23])[CH2:9][C:10]([C:17]1[CH2:22][CH2:21][CH2:20][CH2:19][CH:18]=1)([CH3:16])[C:11]([O:13][CH2:14][CH3:15])=[O:12])=[O:7])(C)(C)C.C(O)(C(F)(F)F)=O.[N:31]([C:34]([CH3:41])([CH2:36][C:37]([CH3:40])([CH3:39])[CH3:38])[CH3:35])=C=O.CCN(CC)CC.Cl. (2) Product: [CH2:15]([NH:14][C:12]([NH:11][C:8]1[S:9][C:10]2[C:2]([C:27]3[CH:28]=[CH:29][CH:30]=[C:25]([O:24][CH3:23])[N:26]=3)=[CH:3][C:4]([C:17]3[CH:18]=[N:19][CH:20]=[CH:21][CH:22]=3)=[CH:5][C:6]=2[N:7]=1)=[O:13])[CH3:16]. Reactant: Br[C:2]1[C:10]2[S:9][C:8]([NH:11][C:12]([NH:14][CH2:15][CH3:16])=[O:13])=[N:7][C:6]=2[CH:5]=[C:4]([C:17]2[CH:18]=[N:19][CH:20]=[CH:21][CH:22]=2)[CH:3]=1.[CH3:23][O:24][C:25]1[CH:30]=[CH:29][CH:28]=[C:27]([Sn](CCCC)(CCCC)CCCC)[N:26]=1. The catalyst class is: 128. (3) Reactant: Br[C:2]1[N:6]2[CH2:7][CH2:8][CH2:9][N:10]([CH3:12])[CH2:11][C:5]2=[C:4]([C:13]([NH:15][C@@H:16]([C:21]([CH3:24])([CH3:23])[CH3:22])[C:17]([NH:19][CH3:20])=[O:18])=[O:14])[N:3]=1.[C:25]([Si:29]([CH3:45])([CH3:44])[O:30][CH2:31][CH2:32]/[CH:33]=[CH:34]/B1OC(C)(C)C(C)(C)O1)([CH3:28])([CH3:27])[CH3:26].C([O-])([O-])=O.[K+].[K+].O. Product: [Si:29]([O:30][CH2:31][CH2:32]/[CH:33]=[CH:34]/[C:2]1[N:6]2[CH2:7][CH2:8][CH2:9][N:10]([CH3:12])[CH2:11][C:5]2=[C:4]([C:13]([NH:15][C@@H:16]([C:21]([CH3:24])([CH3:23])[CH3:22])[C:17]([NH:19][CH3:20])=[O:18])=[O:14])[N:3]=1)([C:25]([CH3:26])([CH3:27])[CH3:28])([CH3:44])[CH3:45]. The catalyst class is: 752.